Dataset: Catalyst prediction with 721,799 reactions and 888 catalyst types from USPTO. Task: Predict which catalyst facilitates the given reaction. (1) Reactant: [F:1][C:2]1[CH:7]=[CH:6][CH:5]=[C:4]([F:8])[C:3]=1[C:9]1[N:14]=[C:13]([C:15]([NH:17]C2C=NC=CC=2[C@H]2C[C@@H](NC(=O)OC(C)(C)C)[C@@H](SCCOC)[C@@H](C)C2)=[O:16])[CH:12]=[CH:11][C:10]=1[F:44].OOS([O-])=O.[K+].C(O)(C(F)(F)F)=O.C(Cl)Cl. Product: [F:1][C:2]1[CH:7]=[CH:6][CH:5]=[C:4]([F:8])[C:3]=1[C:9]1[N:14]=[C:13]([C:15]([NH2:17])=[O:16])[CH:12]=[CH:11][C:10]=1[F:44]. The catalyst class is: 249. (2) Reactant: [S:1]1[C:5]2[CH:6]=[CH:7][C:8]([NH:10][C:11]3[C:16]([C:17]([N:19]4[CH2:24][CH2:23][CH:22]([C:25]5[CH:30]=[CH:29][C:28]([F:31])=[CH:27][CH:26]=5)[CH2:21][CH2:20]4)=[O:18])=[CH:15][N:14]([O:32]CC4C=CC=CC=4)[C:13](=[O:40])[CH:12]=3)=[CH:9][C:4]=2[N:3]=[CH:2]1.Cl.O. Product: [S:1]1[C:5]2[CH:6]=[CH:7][C:8]([NH:10][C:11]3[C:16]([C:17]([N:19]4[CH2:24][CH2:23][CH:22]([C:25]5[CH:26]=[CH:27][C:28]([F:31])=[CH:29][CH:30]=5)[CH2:21][CH2:20]4)=[O:18])=[CH:15][N:14]([OH:32])[C:13](=[O:40])[CH:12]=3)=[CH:9][C:4]=2[N:3]=[CH:2]1. The catalyst class is: 15. (3) Reactant: [CH2:1]([O:3][C:4]([C:6]1[NH:7][CH:8]=[N:9][C:10]=1[C:11]([F:14])([F:13])[F:12])=[O:5])[CH3:2].Cl[C:16]1[C:21]([N+:22]([O-:24])=[O:23])=[CH:20][CH:19]=[C:18]([O:25][CH3:26])[N:17]=1.[OH-].[K+]. Product: [CH2:1]([O:3][C:4]([C:6]1[N:7]([C:16]2[C:21]([N+:22]([O-:24])=[O:23])=[CH:20][CH:19]=[C:18]([O:25][CH3:26])[N:17]=2)[CH:8]=[N:9][C:10]=1[C:11]([F:13])([F:14])[F:12])=[O:5])[CH3:2]. The catalyst class is: 18. (4) Reactant: [F:1][C:2]1([F:15])[O:14][C:5]2=[CH:6][C:7]3[NH:11][C:10]([NH2:12])=[N:9][C:8]=3[CH:13]=[C:4]2[O:3]1.[F:16][C:17]([F:37])([F:36])[O:18][C:19]1[CH:35]=[CH:34][CH:33]=[CH:32][C:20]=1[C:21]([NH:23][C:24]1[S:25][CH:26]=[C:27]([C:29](O)=[O:30])[N:28]=1)=[O:22].F[P-](F)(F)(F)(F)F.N1(OC(N(C)C)=[N+](C)C)C2C=CC=CC=2N=N1.C(N(CC)C(C)C)(C)C. Product: [F:15][C:2]1([F:1])[O:14][C:5]2=[CH:6][C:7]3[NH:11][C:10]([NH:12][C:29]([C:27]4[N:28]=[C:24]([NH:23][C:21](=[O:22])[C:20]5[CH:32]=[CH:33][CH:34]=[CH:35][C:19]=5[O:18][C:17]([F:37])([F:36])[F:16])[S:25][CH:26]=4)=[O:30])=[N:9][C:8]=3[CH:13]=[C:4]2[O:3]1. The catalyst class is: 9. (5) Reactant: [Br:1][C:2]1[C:9]([O:10][CH3:11])=[CH:8][C:5]([CH:6]=[O:7])=[CH:4][C:3]=1[O:12][CH3:13].[C:14]1([CH3:26])[CH:19]=[CH:18][C:17]([S:20]([CH2:23][N+:24]#[C-:25])(=[O:22])=[O:21])=[CH:16][CH:15]=1.[C-]#N.[K+]. Product: [Br:1][C:2]1[C:9]([O:10][CH3:11])=[CH:8][C:5]([CH:6]2[O:7][CH:25]=[N:24][CH:23]2[S:20]([C:17]2[CH:18]=[CH:19][C:14]([CH3:26])=[CH:15][CH:16]=2)(=[O:22])=[O:21])=[CH:4][C:3]=1[O:12][CH3:13]. The catalyst class is: 14. (6) Reactant: [C:1]([O:5][C:6]([NH:8][C:9]1[S:13][C:12]([C:14]([O:16]C)=[O:15])=[C:11]([CH3:18])[CH:10]=1)=[O:7])([CH3:4])([CH3:3])[CH3:2].[OH-].[Na+]. Product: [C:1]([O:5][C:6]([NH:8][C:9]1[S:13][C:12]([C:14]([OH:16])=[O:15])=[C:11]([CH3:18])[CH:10]=1)=[O:7])([CH3:4])([CH3:3])[CH3:2]. The catalyst class is: 5.